From a dataset of Full USPTO retrosynthesis dataset with 1.9M reactions from patents (1976-2016). Predict the reactants needed to synthesize the given product. (1) The reactants are: Cl[C:2]1[N:3]=[N:4][C:5]([C:8]2[O:12][N:11]=[C:10]([CH3:13])[N:9]=2)=[CH:6][CH:7]=1.[NH:14]1[CH2:18][CH2:17][C:16]2([C:22]3[CH:23]=[CH:24][CH:25]=[CH:26][C:21]=3[C:20](=[O:27])[O:19]2)[CH2:15]1.C(=O)([O-])[O-].[K+].[K+]. Given the product [CH3:13][C:10]1[N:9]=[C:8]([C:5]2[N:4]=[N:3][C:2]([N:14]3[CH2:18][CH2:17][C:16]4([C:22]5[CH:23]=[CH:24][CH:25]=[CH:26][C:21]=5[C:20](=[O:27])[O:19]4)[CH2:15]3)=[CH:7][CH:6]=2)[O:12][N:11]=1, predict the reactants needed to synthesize it. (2) Given the product [Br:1][C:2]1[CH:3]=[CH:4][C:5]([C:6]([N:21]([CH:22]([CH3:24])[CH3:23])[CH:18]([CH3:20])[CH3:19])=[O:8])=[CH:9][CH:10]=1, predict the reactants needed to synthesize it. The reactants are: [Br:1][C:2]1[CH:10]=[CH:9][C:5]([C:6]([OH:8])=O)=[CH:4][CH:3]=1.C(N(CC)CC)C.[CH:18]([NH:21][CH:22]([CH3:24])[CH3:23])([CH3:20])[CH3:19].